From a dataset of Catalyst prediction with 721,799 reactions and 888 catalyst types from USPTO. Predict which catalyst facilitates the given reaction. (1) Reactant: [CH2:1]([NH2:8])[C:2]1[CH:7]=[CH:6][CH:5]=[CH:4][CH:3]=1.[ClH:9].[CH3:10][C:11]([CH3:17])([CH3:16])[C:12](=[NH:15])OC. Product: [ClH:9].[CH2:1]([NH:8][C:12](=[NH:15])[C:11]([CH3:17])([CH3:16])[CH3:10])[C:2]1[CH:7]=[CH:6][CH:5]=[CH:4][CH:3]=1. The catalyst class is: 5. (2) Reactant: C([C:4]1[C:13](=[O:14])[C:12]2[C:7](=[C:8]([Br:15])[CH:9]=[CH:10][CH:11]=2)[N:6]([CH3:16])[CH:5]=1)(=O)C.C1C=C(Cl)C=[C:19]([C:24]([O:26]O)=[O:25])C=1. Product: [C:24]([O:26][C:4]1[C:13](=[O:14])[C:12]2[C:7](=[C:8]([Br:15])[CH:9]=[CH:10][CH:11]=2)[N:6]([CH3:16])[CH:5]=1)(=[O:25])[CH3:19]. The catalyst class is: 4. (3) The catalyst class is: 5. Product: [C:29]([C:28]1[C:22]2[O:21][C:20]([C:17]3[CH:16]=[CH:15][C:14]([CH2:13][CH2:12][N:11]([CH3:33])[C:9](=[O:10])[O:8][CH2:1][C:2]4[CH:3]=[CH:4][CH:5]=[CH:6][CH:7]=4)=[CH:19][CH:18]=3)=[N:24][C:23]=2[CH:25]=[CH:26][CH:27]=1)(=[O:31])[NH2:34]. Reactant: [CH2:1]([O:8][C:9]([N:11]([CH3:33])[CH2:12][CH2:13][C:14]1[CH:19]=[CH:18][C:17]([C:20]2[O:21][C:22]3[C:28]([C:29]([O:31]C)=O)=[CH:27][CH:26]=[CH:25][C:23]=3[N:24]=2)=[CH:16][CH:15]=1)=[O:10])[C:2]1[CH:7]=[CH:6][CH:5]=[CH:4][CH:3]=1.[NH3:34]. (4) Reactant: [Cl:1][C:2]1[CH:7]=[CH:6][CH:5]=[CH:4][C:3]=1[NH:8][C:9]([C:11]1[CH:12]=[N:13][N:14]2[C:19]([C:20]([OH:22])=O)=[CH:18][C:17]([C:23](=[O:34])[NH:24][CH2:25][C:26]3[CH:31]=[CH:30][C:29]([F:32])=[C:28]([F:33])[CH:27]=3)=[N:16][C:15]=12)=[O:10].[C:35](Cl)(=[O:39])[C:36](Cl)=O.F[C:42]1[CH:43]=[C:44]([CH:47]=[CH:48]C=1F)[CH2:45][NH2:46].C(N(CC)CC)C.CN([CH:61]=[O:62])C. Product: [CH3:61][O:62][C:35](=[O:39])[C:36]1[CH:48]=[CH:47][C:44]([CH2:45][NH:46][C:20]([C:19]2[N:14]3[N:13]=[CH:12][C:11]([C:9](=[O:10])[NH:8][C:3]4[CH:4]=[CH:5][CH:6]=[CH:7][C:2]=4[Cl:1])=[C:15]3[N:16]=[C:17]([C:23](=[O:34])[NH:24][CH2:25][C:26]3[CH:31]=[CH:30][C:29]([F:32])=[C:28]([F:33])[CH:27]=3)[CH:18]=2)=[O:22])=[CH:43][CH:42]=1. The catalyst class is: 2.